This data is from Reaction yield outcomes from USPTO patents with 853,638 reactions. The task is: Predict the reaction yield, written as a fraction of the theoretical maximum amount of product (1.0 means a 100% yield; for example, 0.34 means a 34% yield). The reactants are C(O[CH:4](OCC)[CH2:5][O:6][C:7]1[C:14]([F:15])=[CH:13][C:12]([F:16])=[CH:11][C:8]=1[CH:9]=O)C.[BH4-].[Na+].P(Br)(Br)[Br:23]. The catalyst is C(O)(=O)C. The product is [Br:23][CH2:4][C:5]1[O:6][C:7]2[C:14]([F:15])=[CH:13][C:12]([F:16])=[CH:11][C:8]=2[CH:9]=1. The yield is 0.610.